This data is from Catalyst prediction with 721,799 reactions and 888 catalyst types from USPTO. The task is: Predict which catalyst facilitates the given reaction. (1) Product: [Cl:21][C:17]1[CH:16]=[C:15]2[C:20]([CH:12]=[CH:13][C:14]2=[O:22])=[CH:19][CH:18]=1. Reactant: C1(=O)C2C(=CC=CC=2)CC1.Br[CH:12]1[C:20]2[C:15](=[CH:16][C:17]([Cl:21])=[CH:18][CH:19]=2)[C:14](=[O:22])[CH2:13]1.C(N(CC)CC)C. The catalyst class is: 7. (2) Reactant: Cl.[C@@H:2]12[N:9]([CH2:10][C@@H:11]([C:13]3[C:14]([CH3:23])=[C:15]4[C:19](=[CH:20][CH:21]=3)[C:18](=[O:22])[O:17][CH2:16]4)[OH:12])[C@@H:6](CC1)[CH2:5][NH:4][CH2:3]2.[CH3:24][C@H:25]1[CH2:34][C:33]2[C:28](=[CH:29][CH:30]=[C:31]([CH:35]3[CH2:37][O:36]3)[CH:32]=2)[C:27](=[O:38])[O:26]1.CCN(C(C)C)C(C)C. Product: [OH:36][CH:35]([C:31]1[CH:32]=[C:33]2[C:28](=[CH:29][CH:30]=1)[C:27](=[O:38])[O:26][C@H:25]([CH3:24])[CH2:34]2)[CH2:37][N:4]1[CH2:3][CH2:2][N:9]([CH2:10][C@H:11]([OH:12])[C:13]2[CH:21]=[CH:20][C:19]3[C:18](=[O:22])[O:17][CH2:16][C:15]=3[C:14]=2[CH3:23])[CH2:6][CH2:5]1. The catalyst class is: 8. (3) Reactant: [CH:1](=[O:4])[CH2:2][CH3:3].[CH:5](=[O:12])[C:6]1[CH:11]=[CH:10][CH:9]=[CH:8][CH:7]=1.N1CCC[C@H]1C(O)=O. Product: [OH:12][C@H:5]([C:6]1[CH:11]=[CH:10][CH:9]=[CH:8][CH:7]=1)[C@H:2]([CH3:3])[CH:1]=[O:4]. The catalyst class is: 42.